This data is from Reaction yield outcomes from USPTO patents with 853,638 reactions. The task is: Predict the reaction yield, written as a fraction of the theoretical maximum amount of product (1.0 means a 100% yield; for example, 0.34 means a 34% yield). (1) The yield is 0.521. The reactants are Br[C:2]1[CH:3]=[C:4]2[N:10]=[CH:9][N:8]([C:11]3[CH:12]=[C:13]([NH:25][S:26]([CH2:29][CH3:30])(=[O:28])=[O:27])[CH:14]=[C:15]([C:17]4[CH:22]=[CH:21][C:20]([F:23])=[CH:19][C:18]=4[F:24])[CH:16]=3)[C:5]2=[N:6][CH:7]=1.N#N.[CH:33]([N:36]1[CH:40]=[CH:39][C:38](B2OC(C)(C)C(C)(C)O2)=[N:37]1)([CH3:35])[CH3:34].C(=O)([O-])[O-].[Na+].[Na+]. The product is [F:24][C:18]1[CH:19]=[C:20]([F:23])[CH:21]=[CH:22][C:17]=1[C:15]1[CH:16]=[C:11]([N:8]2[C:5]3=[N:6][CH:7]=[C:2]([C:39]4[CH:38]=[N:37][N:36]([CH:33]([CH3:35])[CH3:34])[CH:40]=4)[CH:3]=[C:4]3[N:10]=[CH:9]2)[CH:12]=[C:13]([NH:25][S:26]([CH2:29][CH3:30])(=[O:28])=[O:27])[CH:14]=1. The catalyst is COCCOC.C1C=CC(P(C2C=CC=CC=2)[C-]2C=CC=C2)=CC=1.C1C=CC(P(C2C=CC=CC=2)[C-]2C=CC=C2)=CC=1.Cl[Pd]Cl.[Fe+2]. (2) The reactants are C(O)(C(F)(F)F)=O.[F:8][C:9]1[CH:14]=[CH:13][CH:12]=[CH:11][C:10]=1[C:15]1[N:23]([CH:24]2[CH2:29][CH2:28][N:27](C(OC(C)(C)C)=O)[CH2:26][CH2:25]2)[C:18]2=[N:19][CH:20]=[CH:21][CH:22]=[C:17]2[N:16]=1.C([O-])(O)=O.[Na+]. The catalyst is C(Cl)Cl. The product is [F:8][C:9]1[CH:14]=[CH:13][CH:12]=[CH:11][C:10]=1[C:15]1[N:23]([CH:24]2[CH2:29][CH2:28][NH:27][CH2:26][CH2:25]2)[C:18]2=[N:19][CH:20]=[CH:21][CH:22]=[C:17]2[N:16]=1. The yield is 0.670. (3) The reactants are [NH2:1][C@@H:2]([CH2:33][C:34]1[CH:39]=[CH:38][CH:37]=[CH:36][CH:35]=1)[C@@H:3]([OH:32])[CH2:4][C@@H:5]([NH:19][C:20]([C@@H:22]([NH:27][C:28](=[O:31])[O:29][CH3:30])[C:23]([CH3:26])([CH3:25])[CH3:24])=[O:21])[CH2:6][C:7]1[CH:12]=[CH:11][C:10]([C:13]2[CH:18]=[CH:17][CH:16]=[CH:15][N:14]=2)=[CH:9][CH:8]=1.[CH3:40][C:41]([CH3:62])([CH3:61])[C@H:42]([N:46]1[CH2:50][C:49](=[O:51])[N:48]([CH2:52][C:53]2[CH:58]=[CH:57][CH:56]=[C:55]([CH3:59])[N:54]=2)[C:47]1=[O:60])[C:43](O)=[O:44].CCOP(ON1N=NC2C=CC=CC=2C1=O)(OCC)=O.C(N(CC)C(C)C)(C)C. The catalyst is C1COCC1. The product is [CH3:40][C:41]([CH3:62])([CH3:61])[C@H:42]([N:46]1[CH2:50][C:49](=[O:51])[N:48]([CH2:52][C:53]2[CH:58]=[CH:57][CH:56]=[C:55]([CH3:59])[N:54]=2)[C:47]1=[O:60])[C:43]([NH:1][C@@H:2]([CH2:33][C:34]1[CH:35]=[CH:36][CH:37]=[CH:38][CH:39]=1)[C@@H:3]([OH:32])[CH2:4][C@@H:5]([NH:19][C:20]([C@@H:22]([NH:27][C:28](=[O:31])[O:29][CH3:30])[C:23]([CH3:26])([CH3:25])[CH3:24])=[O:21])[CH2:6][C:7]1[CH:12]=[CH:11][C:10]([C:13]2[CH:18]=[CH:17][CH:16]=[CH:15][N:14]=2)=[CH:9][CH:8]=1)=[O:44]. The yield is 0.640. (4) The reactants are [NH2:1][C:2]1[CH:10]=[CH:9][CH:8]=[C:7]2[C:3]=1[C:4](=[O:20])[N:5]([CH:12]1[CH2:17][CH2:16][C:15](=[O:18])[NH:14][C:13]1=[O:19])[C:6]2=[O:11].[Cl:21][C:22]1[CH:23]=[C:24]([CH:28]=[CH:29][CH:30]=1)[C:25](Cl)=[O:26].CO. The catalyst is C1COCC1.C(OCC)C. The product is [Cl:21][C:22]1[CH:23]=[C:24]([CH:28]=[CH:29][CH:30]=1)[C:25]([NH:1][C:2]1[CH:10]=[CH:9][CH:8]=[C:7]2[C:3]=1[C:4](=[O:20])[N:5]([CH:12]1[CH2:17][CH2:16][C:15](=[O:18])[NH:14][C:13]1=[O:19])[C:6]2=[O:11])=[O:26]. The yield is 1.00. (5) The catalyst is CO.O. The product is [CH3:1][N:2]1[C:23](=[O:24])[C:6]2[NH:7][CH:8]=[C:9]3[CH2:10][N:11]([CH:25]([C:26]4[CH:31]=[CH:30][CH:29]=[CH:28][CH:27]=4)[C:33]#[N:34])[C:12]4[CH:17]=[CH:16][C:15]([CH2:18][S:19]([CH3:22])(=[O:21])=[O:20])=[CH:14][C:13]=4[C:4]([C:5]=23)=[CH:3]1. The yield is 0.260. The reactants are [CH3:1][N:2]1[C:23](=[O:24])[C:6]2[NH:7][CH:8]=[C:9]3[CH2:10][NH:11][C:12]4[CH:17]=[CH:16][C:15]([CH2:18][S:19]([CH3:22])(=[O:21])=[O:20])=[CH:14][C:13]=4[C:4]([C:5]=23)=[CH:3]1.[CH:25](=O)[C:26]1[CH:31]=[CH:30][CH:29]=[CH:28][CH:27]=1.[C-:33]#[N:34].[Na+].C(O)(=O)C. (6) The reactants are O=[C:2]1[C:11]2[N:12]=[CH:13][N:14]=[CH:15][C:10]=2[C:9]2[CH:8]=[CH:7][C:6]([C:16]([O:18][CH3:19])=[O:17])=[CH:5][C:4]=2[NH:3]1.CCN(C(C)C)C(C)C.O=P(Cl)(Cl)[Cl:31].O. The catalyst is C1(C)C=CC=CC=1. The product is [Cl:31][C:2]1[C:11]2[N:12]=[CH:13][N:14]=[CH:15][C:10]=2[C:9]2[CH:8]=[CH:7][C:6]([C:16]([O:18][CH3:19])=[O:17])=[CH:5][C:4]=2[N:3]=1. The yield is 0.710.